This data is from Full USPTO retrosynthesis dataset with 1.9M reactions from patents (1976-2016). The task is: Predict the reactants needed to synthesize the given product. (1) Given the product [C:29]([O:26][C@@H:24]([C:22]1[O:23][C:19]([C:16]2[CH:17]=[CH:18][C:13]3[O:12][CH:11]=[C:10]([C:6]4[CH:7]=[CH:8][CH:9]=[C:4]([O:3][C:2]([F:27])([F:1])[F:28])[CH:5]=4)[C:14]=3[CH:15]=2)=[N:20][N:21]=1)[CH3:25])(=[O:31])[CH3:30], predict the reactants needed to synthesize it. The reactants are: [F:1][C:2]([F:28])([F:27])[O:3][C:4]1[CH:5]=[C:6]([C:10]2[C:14]3[CH:15]=[C:16]([C:19]4[O:23][C:22]([C@@H:24]([OH:26])[CH3:25])=[N:21][N:20]=4)[CH:17]=[CH:18][C:13]=3[O:12][CH:11]=2)[CH:7]=[CH:8][CH:9]=1.[C:29](O)(=[O:31])[CH3:30].C1(P(C2C=CC=CC=2)C2C=CC=CC=2)C=CC=CC=1.N(C(OCC)=O)=NC(OCC)=O.C1(C)C=CC=CC=1. (2) Given the product [F:19][C:20]1[CH:26]=[CH:25][C:23]([NH:24][CH2:2][C:3]2([OH:1])[CH2:8][CH2:7][N:6]([C:9]([O:11][CH2:12][C:13]3[CH:18]=[CH:17][CH:16]=[CH:15][CH:14]=3)=[O:10])[CH2:5][CH2:4]2)=[CH:22][CH:21]=1, predict the reactants needed to synthesize it. The reactants are: [O:1]1[C:3]2([CH2:8][CH2:7][N:6]([C:9]([O:11][CH2:12][C:13]3[CH:18]=[CH:17][CH:16]=[CH:15][CH:14]=3)=[O:10])[CH2:5][CH2:4]2)[CH2:2]1.[F:19][C:20]1[CH:26]=[CH:25][C:23]([NH2:24])=[CH:22][CH:21]=1.Cl([O-])(=O)(=O)=O.[Li+]. (3) Given the product [NH2:1][C:2]1[CH:3]=[C:4]([C:8]2[C:9]([N:35]3[CH2:36][CH2:37][C@H:33]([N:32]([CH3:38])[CH3:31])[CH2:34]3)=[C:10]3[O:14][C:13]([CH:15]4[CH2:17][CH2:16]4)=[N:12][C:11]3=[C:18]([C:21]#[N:22])[C:19]=2[CH3:20])[CH:5]=[CH:6][CH:7]=1, predict the reactants needed to synthesize it. The reactants are: [NH2:1][C:2]1[CH:3]=[C:4]([C:8]2[C:9](F)=[C:10]3[O:14][C:13]([CH:15]4[CH2:17][CH2:16]4)=[N:12][C:11]3=[C:18]([C:21]#[N:22])[C:19]=2[CH3:20])[CH:5]=[CH:6][CH:7]=1.C(N(CC)CC)C.[CH3:31][N:32]([CH3:38])[C@H:33]1[CH2:37][CH2:36][NH:35][CH2:34]1.C(=O)([O-])O.[Na+]. (4) The reactants are: Br[C:2]1[CH:3]=[C:4]([C:8]([C:22]2[CH:27]=[CH:26][CH:25]=[CH:24][CH:23]=2)=[N:9][C:10]2[C:15]([CH:16]([CH3:18])[CH3:17])=[CH:14][CH:13]=[CH:12][C:11]=2[CH:19]([CH3:21])[CH3:20])[CH:5]=[CH:6][CH:7]=1.[Li]CCCC.Br[C:34]1[CH:39]=[CH:38][CH:37]=[CH:36][N:35]=1.O. Given the product [CH:16]([C:15]1[CH:14]=[CH:13][CH:12]=[C:11]([CH:19]([CH3:20])[CH3:21])[C:10]=1[N:9]=[C:8]([C:22]1[CH:27]=[CH:26][CH:25]=[CH:24][CH:23]=1)[C:4]1[CH:5]=[CH:6][CH:7]=[C:2]([C:34]2[CH:39]=[CH:38][CH:37]=[CH:36][N:35]=2)[CH:3]=1)([CH3:17])[CH3:18], predict the reactants needed to synthesize it. (5) Given the product [CH2:1]([O:3][C:4](=[O:23])[CH2:5][N:6]1[C:14]2[C:9](=[CH:10][CH:11]=[C:12]([OH:15])[CH:13]=2)[CH:8]=[CH:7]1)[CH3:2], predict the reactants needed to synthesize it. The reactants are: [CH2:1]([O:3][C:4](=[O:23])[CH2:5][N:6]1[C:14]2[C:9](=[CH:10][CH:11]=[C:12]([O:15][Si](C(C)(C)C)(C)C)[CH:13]=2)[CH:8]=[CH:7]1)[CH3:2].[F-].C([N+](CCCC)(CCCC)CCCC)CCC.